This data is from Reaction yield outcomes from USPTO patents with 853,638 reactions. The task is: Predict the reaction yield, written as a fraction of the theoretical maximum amount of product (1.0 means a 100% yield; for example, 0.34 means a 34% yield). (1) The yield is 0.470. The product is [CH2:16]([O:15][C:12]1[CH:13]=[CH:14][C:9]([C:7](=[O:8])[CH3:24])=[N:10][CH:11]=1)[C:17]1[CH:18]=[CH:19][CH:20]=[CH:21][CH:22]=1. The reactants are C[Li].COCN[C:7]([C:9]1[CH:14]=[CH:13][C:12]([O:15][CH2:16][C:17]2[CH:22]=[CH:21][CH:20]=[CH:19][CH:18]=2)=[CH:11][N:10]=1)=[O:8].O.[C:24](OCC)(=O)C. The catalyst is C(OCC)C.O1CCCC1. (2) The reactants are [C:1]([O:8][CH:9]([CH2:11][C:12]1[C:13]2[C:18]([CH:19]=[C:20]3[C:25]=1[CH:24]=[CH:23][CH:22]=[CH:21]3)=[CH:17][CH:16]=[CH:15][CH:14]=2)[CH3:10])(=[O:7])[CH2:2][CH2:3][C:4]([OH:6])=[O:5].Br[C:27]1[C:28]2[C:33]([CH:34]=[C:35]3[C:40]=1[CH:39]=[CH:38][CH:37]=[CH:36]3)=[CH:32][CH:31]=[CH:30][CH:29]=2.[CH:41]1[C:54]2[C:45](=[CH:46][C:47]3[C:52]([C:53]=2[CH2:55]O)=[CH:51][CH:50]=[CH:49][CH:48]=3)[CH:44]=[CH:43][CH:42]=1.Cl.CN(C)CCCN=C=NCC. The catalyst is ClCCl.CN(C)C1C=CN=CC=1. The product is [C:1]([O:8][CH:9]([CH2:10][C:27]1[C:40]2[C:35]([CH:34]=[C:33]3[C:28]=1[CH:29]=[CH:30][CH:31]=[CH:32]3)=[CH:36][CH:37]=[CH:38][CH:39]=2)[CH2:11][C:12]1[C:25]2[C:20]([CH:19]=[C:18]3[C:13]=1[CH:14]=[CH:15][CH:16]=[CH:17]3)=[CH:21][CH:22]=[CH:23][CH:24]=2)(=[O:7])[CH2:2][CH2:3][C:4]([O:6][CH2:55][C:53]1[C:54]2[C:45]([CH:46]=[C:47]3[C:52]=1[CH:51]=[CH:50][CH:49]=[CH:48]3)=[CH:44][CH:43]=[CH:42][CH:41]=2)=[O:5]. The yield is 0.700. (3) The reactants are [NH2:1][C:2]1[C:11]2[CH:10]=[CH:9][C:8]([F:12])=[C:7](Br)[C:6]=2[N:5]=[C:4]2[CH2:14][N:15]([CH:18]3[CH2:21][CH2:20][CH2:19]3)[C:16](=[O:17])[C:3]=12.[CH3:22][C:23]1[N:28]=[CH:27][C:26](B(O)O)=[CH:25][CH:24]=1. No catalyst specified. The product is [NH2:1][C:2]1[C:11]2[CH:10]=[CH:9][C:8]([F:12])=[C:7]([C:26]3[CH:27]=[N:28][C:23]([CH3:22])=[CH:24][CH:25]=3)[C:6]=2[N:5]=[C:4]2[CH2:14][N:15]([CH:18]3[CH2:21][CH2:20][CH2:19]3)[C:16](=[O:17])[C:3]=12. The yield is 0.700.